From a dataset of Reaction yield outcomes from USPTO patents with 853,638 reactions. Predict the reaction yield, written as a fraction of the theoretical maximum amount of product (1.0 means a 100% yield; for example, 0.34 means a 34% yield). (1) The reactants are [CH3:1][N:2]([CH3:22])[CH:3]1[CH2:7][CH2:6][N:5]([C:8]2[N:13]=[CH:12][C:11]([N:14]3[CH:19]=[CH:18][C:17]([OH:20])=[CH:16][C:15]3=[O:21])=[CH:10][CH:9]=2)[CH2:4]1.C1(P(C2C=CC=CC=2)C2C=CC=CC=2)C=CC=CC=1.[Cl:42][C:43]1[C:48]([F:49])=[CH:47][N:46]=[C:45]([CH2:50]O)[CH:44]=1.N(/C(OC(C)(C)C)=O)=N\C(OC(C)(C)C)=O.C([O-])(O)=O.[Na+]. The catalyst is ClCCl. The product is [Cl:42][C:43]1[C:48]([F:49])=[CH:47][N:46]=[C:45]([CH2:50][O:20][C:17]2[CH:18]=[CH:19][N:14]([C:11]3[CH:12]=[N:13][C:8]([N:5]4[CH2:6][CH2:7][CH:3]([N:2]([CH3:22])[CH3:1])[CH2:4]4)=[CH:9][CH:10]=3)[C:15](=[O:21])[CH:16]=2)[CH:44]=1. The yield is 0.510. (2) The reactants are C([O:8][N:9]1[C:15](=[O:16])[N:14]2[CH2:17][C@H:10]1[CH2:11][CH2:12][C@H:13]2[C:18]([NH:20][O:21][CH2:22][CH2:23][C:24]1[CH:29]=[CH:28][CH:27]=[CH:26][N:25]=1)=[O:19])C1C=CC=CC=1.[H][H]. The catalyst is CO.[Pd]. The product is [OH:8][N:9]1[C:15](=[O:16])[N:14]2[CH2:17][C@H:10]1[CH2:11][CH2:12][C@H:13]2[C:18]([NH:20][O:21][CH2:22][CH2:23][C:24]1[CH:29]=[CH:28][CH:27]=[CH:26][N:25]=1)=[O:19]. The yield is 0.500. (3) The reactants are C1(N(Cl)C(=O)N(Cl)C(=O)N1Cl)=O.[Si:13]([O:20][CH2:21][C@@H:22]1[CH2:26][C@@H:25]([OH:27])[CH2:24][N:23]1[C:28]([C:30]1[CH:35]=[C:34]([O:36][CH3:37])[C:33]([O:38][Si:39]([CH:46]([CH3:48])[CH3:47])([CH:43]([CH3:45])[CH3:44])[CH:40]([CH3:42])[CH3:41])=[CH:32][C:31]=1[N+:49]([O-:51])=[O:50])=[O:29])([C:16]([CH3:19])([CH3:18])[CH3:17])([CH3:15])[CH3:14].CC1(C)N([O])C(C)(C)CCC1.C(OCC)(=O)C.CCCCCC. The catalyst is ClCCl. The product is [Si:13]([O:20][CH2:21][C@H:22]1[N:23]([C:28](=[O:29])[C:30]2[CH:35]=[C:34]([O:36][CH3:37])[C:33]([O:38][Si:39]([CH:40]([CH3:41])[CH3:42])([CH:43]([CH3:44])[CH3:45])[CH:46]([CH3:48])[CH3:47])=[CH:32][C:31]=2[N+:49]([O-:51])=[O:50])[CH2:24][C:25](=[O:27])[CH2:26]1)([C:16]([CH3:17])([CH3:18])[CH3:19])([CH3:14])[CH3:15]. The yield is 1.00. (4) The reactants are C(NC(C)C)(C)C.C([Li])CCC.[CH3:13][O:14][C:15](=[O:26])[CH2:16][C:17]1[CH:22]=[CH:21][C:20]([S:23][CH3:24])=[C:19]([Br:25])[CH:18]=1.I[CH2:28][CH:29]1[CH2:33][CH2:32][CH2:31][CH2:30]1. The catalyst is O1CCCC1.CN1CCCN(C)C1=O. The product is [CH3:13][O:14][C:15](=[O:26])[CH:16]([C:17]1[CH:22]=[CH:21][C:20]([S:23][CH3:24])=[C:19]([Br:25])[CH:18]=1)[CH2:28][CH:29]1[CH2:33][CH2:32][CH2:31][CH2:30]1. The yield is 0.830. (5) The reactants are [NH2:1][C:2]1[CH:7]=[CH:6][C:5]([C:8](=[O:26])[CH2:9][N:10]2[C:14](=[O:15])[C:13]([C:19]3[CH:24]=[CH:23][CH:22]=[CH:21][CH:20]=3)([CH2:16][CH2:17][CH3:18])[N:12]=[C:11]2[CH3:25])=[CH:4][CH:3]=1.[N:27]([C:30]1[C:31]([CH3:36])=[N:32][O:33][C:34]=1[CH3:35])=[C:28]=[O:29]. The catalyst is ClCCl. The product is [CH3:36][C:31]1[C:30]([NH:27][C:28]([NH:1][C:2]2[CH:3]=[CH:4][C:5]([C:8](=[O:26])[CH2:9][N:10]3[C:14](=[O:15])[C:13]([C:19]4[CH:24]=[CH:23][CH:22]=[CH:21][CH:20]=4)([CH2:16][CH2:17][CH3:18])[N:12]=[C:11]3[CH3:25])=[CH:6][CH:7]=2)=[O:29])=[C:34]([CH3:35])[O:33][N:32]=1. The yield is 0.350.